Dataset: Peptide-MHC class I binding affinity with 185,985 pairs from IEDB/IMGT. Task: Regression. Given a peptide amino acid sequence and an MHC pseudo amino acid sequence, predict their binding affinity value. This is MHC class I binding data. (1) The peptide sequence is SQMGLSCAL. The MHC is BoLA-D18.4 with pseudo-sequence BoLA-D18.4. The binding affinity (normalized) is 0.560. (2) The peptide sequence is SMFERDFHF. The MHC is HLA-A69:01 with pseudo-sequence HLA-A69:01. The binding affinity (normalized) is 0.213.